The task is: Predict the product of the given reaction.. This data is from Forward reaction prediction with 1.9M reactions from USPTO patents (1976-2016). Given the reactants Cl[C:2]1[CH:7]=[C:6]([Cl:8])[N:5]=[C:4]([S:9][CH2:10][C:11]2[CH:16]=[CH:15][CH:14]=[C:13]([F:17])[C:12]=2[F:18])[N:3]=1.FC1C(F)=CC=CC=1CSC1N=C(O)C=C(O)N=1.[CH2:37]([OH:40])[CH2:38][OH:39].[H-].[Na+], predict the reaction product. The product is: [Cl:8][C:6]1[N:5]=[C:4]([S:9][CH2:10][C:11]2[CH:16]=[CH:15][CH:14]=[C:13]([F:17])[C:12]=2[F:18])[N:3]=[C:2]([O:39][CH2:38][CH2:37][OH:40])[CH:7]=1.